This data is from NCI-60 drug combinations with 297,098 pairs across 59 cell lines. The task is: Regression. Given two drug SMILES strings and cell line genomic features, predict the synergy score measuring deviation from expected non-interaction effect. (1) Drug 1: C1CC(=O)NC(=O)C1N2CC3=C(C2=O)C=CC=C3N. Drug 2: C1=NC2=C(N1)C(=S)N=CN2. Cell line: SW-620. Synergy scores: CSS=7.11, Synergy_ZIP=-6.20, Synergy_Bliss=-7.67, Synergy_Loewe=-10.8, Synergy_HSA=-6.45. (2) Drug 1: CNC(=O)C1=NC=CC(=C1)OC2=CC=C(C=C2)NC(=O)NC3=CC(=C(C=C3)Cl)C(F)(F)F. Drug 2: C1CC(=O)NC(=O)C1N2C(=O)C3=CC=CC=C3C2=O. Cell line: SNB-75. Synergy scores: CSS=0.0620, Synergy_ZIP=1.02, Synergy_Bliss=1.80, Synergy_Loewe=-0.313, Synergy_HSA=0.151.